This data is from Catalyst prediction with 721,799 reactions and 888 catalyst types from USPTO. The task is: Predict which catalyst facilitates the given reaction. Reactant: C([O:3][C:4](=[O:43])[C:5]([O:8][C:9]1[CH:14]=[CH:13][C:12]([O:15][CH2:16][CH2:17][C:18]2[N:19]=[C:20]([C:24]3[CH:25]=[C:26]([C:30]4[CH:35]=[CH:34][CH:33]=[CH:32][CH:31]=4)[CH:27]=[CH:28][CH:29]=3)[O:21][C:22]=2[CH3:23])=[CH:11][C:10]=1[CH2:36][CH:37]1[CH2:42][CH2:41][CH2:40][CH2:39][CH2:38]1)([CH3:7])[CH3:6])C.[OH-].[Na+]. Product: [C:26]1([C:30]2[CH:35]=[CH:34][CH:33]=[CH:32][CH:31]=2)[CH:27]=[CH:28][CH:29]=[C:24]([C:20]2[O:21][C:22]([CH3:23])=[C:18]([CH2:17][CH2:16][O:15][C:12]3[CH:13]=[CH:14][C:9]([O:8][C:5]([CH3:7])([CH3:6])[C:4]([OH:43])=[O:3])=[C:10]([CH2:36][CH:37]4[CH2:38][CH2:39][CH2:40][CH2:41][CH2:42]4)[CH:11]=3)[N:19]=2)[CH:25]=1. The catalyst class is: 8.